This data is from Forward reaction prediction with 1.9M reactions from USPTO patents (1976-2016). The task is: Predict the product of the given reaction. (1) Given the reactants [S:1]1[CH:5]=[CH:4][CH:3]=[C:2]1[S:6]([NH:9][C:10]1[CH:11]=[C:12]([O:24][C:25]([F:28])([F:27])[F:26])[CH:13]=[C:14]2[C:18]=1[NH:17][C:16]([C:19]([O:21][CH2:22][CH3:23])=[O:20])=[CH:15]2)(=[O:8])=[O:7].[C:29](=O)([O-])[O-].[K+].[K+].CI.C(O)(=O)CC(CC(O)=O)(C(O)=O)O, predict the reaction product. The product is: [CH3:29][N:9]([S:6]([C:2]1[S:1][CH:5]=[CH:4][CH:3]=1)(=[O:7])=[O:8])[C:10]1[CH:11]=[C:12]([O:24][C:25]([F:27])([F:28])[F:26])[CH:13]=[C:14]2[C:18]=1[NH:17][C:16]([C:19]([O:21][CH2:22][CH3:23])=[O:20])=[CH:15]2. (2) Given the reactants C(Cl)(=O)C(Cl)=O.CS(C)=O.[Cl:11][C:12]1[N:17]=[C:16]2[CH:18]([OH:21])[CH2:19][CH2:20][C:15]2=[CH:14][CH:13]=1.C(N(CC)CC)C, predict the reaction product. The product is: [Cl:11][C:12]1[N:17]=[C:16]2[C:18](=[O:21])[CH2:19][CH2:20][C:15]2=[CH:14][CH:13]=1. (3) Given the reactants [F:1][C:2]1[CH:3]=[C:4]([CH2:9][C:10]([NH:12][C@H:13]([C:15]([OH:17])=O)[CH3:14])=[O:11])[CH:5]=[C:6]([F:8])[CH:7]=1.[NH2:18][CH:19]([C:25]1[CH:26]=[CH:27][C:28]2[S:32][CH:31]=[CH:30][C:29]=2[CH:33]=1)[C:20]([O:22][CH2:23][CH3:24])=[O:21], predict the reaction product. The product is: [F:8][C:6]1[CH:5]=[C:4]([CH2:9][C:10]([NH:12][C@H:13]([C:15]([NH:18][CH:19]([C:25]2[CH:26]=[CH:27][C:28]3[S:32][CH:31]=[CH:30][C:29]=3[CH:33]=2)[C:20]([O:22][CH2:23][CH3:24])=[O:21])=[O:17])[CH3:14])=[O:11])[CH:3]=[C:2]([F:1])[CH:7]=1. (4) Given the reactants C[O:2][C:3]([C:5]1[C:9]([NH:10][C:11](=[O:26])[CH2:12][O:13][C:14]2[CH:19]=[CH:18][C:17]([C:20]3[CH:25]=[CH:24][CH:23]=[CH:22][CH:21]=3)=[CH:16][CH:15]=2)=[CH:8][S:7][CH:6]=1)=[O:4].[OH-].[Na+], predict the reaction product. The product is: [C:17]1([C:20]2[CH:25]=[CH:24][CH:23]=[CH:22][CH:21]=2)[CH:16]=[CH:15][C:14]([O:13][CH2:12][C:11]([NH:10][C:9]2[C:5]([C:3]([OH:4])=[O:2])=[CH:6][S:7][CH:8]=2)=[O:26])=[CH:19][CH:18]=1. (5) Given the reactants [Cl:1][C:2]1[N:3]=[CH:4][N:5]([C:14]2[CH:19]=[CH:18][C:17]([S:20]([CH3:23])(=[O:22])=[O:21])=[CH:16][CH:15]=2)[C:6]=1[C:7]1[CH:12]=[CH:11][C:10](F)=[CH:9][CH:8]=1.[NH:24]1[CH2:28][CH2:27][CH2:26][CH2:25]1, predict the reaction product. The product is: [Cl:1][C:2]1[N:3]=[CH:4][N:5]([C:14]2[CH:19]=[CH:18][C:17]([S:20]([CH3:23])(=[O:22])=[O:21])=[CH:16][CH:15]=2)[C:6]=1[C:7]1[CH:12]=[CH:11][C:10]([N:24]2[CH2:28][CH2:27][CH2:26][CH2:25]2)=[CH:9][CH:8]=1. (6) Given the reactants [NH:1]1[C:5]([C:6]([O:8][CH2:9][CH3:10])=[O:7])=[CH:4][C:3]([C:11]([O:13][CH2:14][CH3:15])=[O:12])=[N:2]1.C(=O)([O-])[O-].[K+].[K+].Br[CH2:23][CH2:24][CH2:25][C:26]([O:28][CH2:29][CH3:30])=[O:27], predict the reaction product. The product is: [CH2:29]([O:28][C:26](=[O:27])[CH2:25][CH2:24][CH2:23][N:1]1[C:5]([C:6]([O:8][CH2:9][CH3:10])=[O:7])=[CH:4][C:3]([C:11]([O:13][CH2:14][CH3:15])=[O:12])=[N:2]1)[CH3:30].